This data is from Full USPTO retrosynthesis dataset with 1.9M reactions from patents (1976-2016). The task is: Predict the reactants needed to synthesize the given product. (1) Given the product [Br:1][C:2]1[CH:10]=[C:9]2[C:5]([C:6]([CH3:32])=[CH:7][N:8]2[S:11]([C:14]2[C:23]3[C:18](=[CH:19][CH:20]=[CH:21][CH:22]=3)[C:17]([O:24][CH3:25])=[C:16]([N:26]3[CH2:27][CH2:28][N:29]([CH3:33])[CH2:30][CH2:31]3)[CH:15]=2)(=[O:13])=[O:12])=[CH:4][CH:3]=1, predict the reactants needed to synthesize it. The reactants are: [Br:1][C:2]1[CH:10]=[C:9]2[C:5]([C:6]([CH3:32])=[CH:7][N:8]2[S:11]([C:14]2[C:23]3[C:18](=[CH:19][CH:20]=[CH:21][CH:22]=3)[C:17]([O:24][CH3:25])=[C:16]([N:26]3[CH2:31][CH2:30][NH:29][CH2:28][CH2:27]3)[CH:15]=2)(=[O:13])=[O:12])=[CH:4][CH:3]=1.[C:33]([BH3-])#N.[Na+].C=O. (2) Given the product [C:8]1([CH:7]([OH:1])[CH2:6][OH:14])[CH:9]=[CH:10][CH:11]=[CH:12][CH:13]=1, predict the reactants needed to synthesize it. The reactants are: [OH:1]S(O)(=O)=O.[CH2:6]1[O:14][CH:7]1[C:8]1[CH:13]=[CH:12][CH:11]=[CH:10][CH:9]=1.